The task is: Predict which catalyst facilitates the given reaction.. This data is from Catalyst prediction with 721,799 reactions and 888 catalyst types from USPTO. (1) Reactant: [CH3:1][N:2]([C@@H:10]1[CH2:15][C@@H:14]([CH3:16])[CH2:13][N:12](CC2C=CC=CC=2)[CH2:11]1)[C:3](=[O:9])[O:4][C:5]([CH3:8])([CH3:7])[CH3:6]. Product: [CH3:1][N:2]([C@@H:10]1[CH2:15][C@@H:14]([CH3:16])[CH2:13][NH:12][CH2:11]1)[C:3](=[O:9])[O:4][C:5]([CH3:8])([CH3:6])[CH3:7]. The catalyst class is: 29. (2) Reactant: [C:1]1([C:24]2[CH:29]=[CH:28][CH:27]=[CH:26][CH:25]=2)[CH:6]=[CH:5][C:4]([C:7]([N:9]2[CH2:15][C:14]3[CH:16]=[CH:17][CH:18]=[CH:19][C:13]=3[NH:12][C:11]3[CH:20]=[CH:21][CH:22]=[CH:23][C:10]2=3)=[O:8])=[CH:3][CH:2]=1.[H-].[Na+].[CH3:32]N(C)C=O. Product: [C:1]1([C:24]2[CH:29]=[CH:28][CH:27]=[CH:26][CH:25]=2)[CH:2]=[CH:3][C:4]([C:7]([N:9]2[CH2:15][C:14]3[CH:16]=[CH:17][CH:18]=[CH:19][C:13]=3[N:12]([CH3:32])[C:11]3[CH:20]=[CH:21][CH:22]=[CH:23][C:10]2=3)=[O:8])=[CH:5][CH:6]=1. The catalyst class is: 170. (3) Reactant: F[C:2]1[CH:3]=[CH:4][C:5]([O:11][CH:12]([CH3:14])[CH3:13])=[C:6]([N+:8]([O-:10])=[O:9])[CH:7]=1.[NH2:15][CH:16]1[CH2:21][CH2:20][O:19][CH2:18][CH2:17]1.C(=O)([O-])[O-].[K+].[K+]. Product: [CH:12]([O:11][C:5]1[CH:4]=[C:3]([NH:15][CH:16]2[CH2:21][CH2:20][O:19][CH2:18][CH2:17]2)[CH:2]=[CH:7][C:6]=1[N+:8]([O-:10])=[O:9])([CH3:14])[CH3:13]. The catalyst class is: 58. (4) Reactant: C(OC(=O)[NH:7][CH2:8][CH2:9][S:10][C:11]1[CH:16]=[C:15]([C:17]2[C:21]3[CH2:22][N:23]([S:26]([CH3:29])(=[O:28])=[O:27])[CH2:24][CH2:25][C:20]=3[N:19]([CH2:30][CH:31]([OH:45])[CH2:32][N:33]3[CH2:38][CH2:37][CH:36]([N:39]4[CH2:43][CH2:42][CH2:41][C:40]4=[O:44])[CH2:35][CH2:34]3)[N:18]=2)[CH:14]=[CH:13][C:12]=1[C:46]([F:49])([F:48])[F:47])(C)(C)C.FC(F)(F)C(O)=O.C([SiH](CC)CC)C. Product: [NH2:7][CH2:8][CH2:9][S:10][C:11]1[CH:16]=[C:15]([C:17]2[C:21]3[CH2:22][N:23]([S:26]([CH3:29])(=[O:28])=[O:27])[CH2:24][CH2:25][C:20]=3[N:19]([CH2:30][CH:31]([OH:45])[CH2:32][N:33]3[CH2:34][CH2:35][CH:36]([N:39]4[CH2:43][CH2:42][CH2:41][C:40]4=[O:44])[CH2:37][CH2:38]3)[N:18]=2)[CH:14]=[CH:13][C:12]=1[C:46]([F:49])([F:47])[F:48]. The catalyst class is: 2. (5) Reactant: [CH3:1][O:2][C:3](=[O:33])[C@H:4]([CH2:16][C:17]1[CH:22]=[CH:21][C:20]([C:23]2[CH:28]=[CH:27][CH:26]=[CH:25][C:24]=2[S:29](=[O:32])(=[O:31])[NH2:30])=[CH:19][CH:18]=1)[NH:5][C:6](=[O:15])[C:7]1[C:12]([Cl:13])=[CH:11][CH:10]=[CH:9][C:8]=1[Cl:14].[C:34](Cl)(=[O:41])[C:35]1[CH:40]=[CH:39][CH:38]=[CH:37][CH:36]=1.CCOC(C)=O.C([O-])(O)=O.[Na+]. Product: [CH3:1][O:2][C:3](=[O:33])[C@H:4]([CH2:16][C:17]1[CH:22]=[CH:21][C:20]([C:23]2[CH:28]=[CH:27][CH:26]=[CH:25][C:24]=2[S:29](=[O:32])(=[O:31])[NH:30][C:34](=[O:41])[C:35]2[CH:40]=[CH:39][CH:38]=[CH:37][CH:36]=2)=[CH:19][CH:18]=1)[NH:5][C:6](=[O:15])[C:7]1[C:8]([Cl:14])=[CH:9][CH:10]=[CH:11][C:12]=1[Cl:13]. The catalyst class is: 17. (6) Reactant: [CH:1]1([CH2:7][N:8]2[C:16]3[C:11](=[CH:12][CH:13]=[CH:14][C:15]=3[O:17][CH3:18])[C:10]([CH:19]=O)=[CH:9]2)[CH2:6][CH2:5][CH2:4][CH2:3][CH2:2]1.Cl.[NH2:22][OH:23].C([O-])(=O)C.[Na+]. Product: [CH:1]1([CH2:7][N:8]2[C:16]3[C:11](=[CH:12][CH:13]=[CH:14][C:15]=3[O:17][CH3:18])[C:10]([CH:19]=[N:22][OH:23])=[CH:9]2)[CH2:6][CH2:5][CH2:4][CH2:3][CH2:2]1. The catalyst class is: 40.